This data is from Full USPTO retrosynthesis dataset with 1.9M reactions from patents (1976-2016). The task is: Predict the reactants needed to synthesize the given product. (1) Given the product [NH:22]1[CH:26]=[C:25]([CH2:27][C:28]([NH:1][CH2:2][CH2:3][CH:4]2[CH2:9][CH2:8][N:7]([C:10]([O:12][CH2:13][C:14]3[CH:19]=[C:18]([Cl:20])[CH:17]=[C:16]([Cl:21])[CH:15]=3)=[O:11])[CH2:6][CH2:5]2)=[O:29])[N:24]=[N:23]1, predict the reactants needed to synthesize it. The reactants are: [NH2:1][CH2:2][CH2:3][CH:4]1[CH2:9][CH2:8][N:7]([C:10]([O:12][CH2:13][C:14]2[CH:19]=[C:18]([Cl:20])[CH:17]=[C:16]([Cl:21])[CH:15]=2)=[O:11])[CH2:6][CH2:5]1.[NH:22]1[CH:26]=[C:25]([CH2:27][C:28](O)=[O:29])[N:24]=[N:23]1.CCN(C(C)C)C(C)C. (2) Given the product [Si:14]([O:23][CH2:22][CH2:21][NH:20][CH2:18][CH3:19])([C:10]([CH3:13])([CH3:12])[CH3:11])([CH3:16])[CH3:15], predict the reactants needed to synthesize it. The reactants are: CCN(C(C)C)C(C)C.[C:10]([Si:14](Cl)([CH3:16])[CH3:15])([CH3:13])([CH3:12])[CH3:11].[CH2:18]([NH:20][CH2:21][CH2:22][OH:23])[CH3:19]. (3) Given the product [CH:34]1([CH:32]([C:24]2[CH:25]=[CH:26][CH:27]=[C:28]([CH:29]([CH3:31])[CH3:30])[C:23]=2[O:22][CH2:21][O:12][P:2]2(=[O:1])[O:7][C:6]3[CH:8]=[CH:9][CH:10]=[CH:11][C:5]=3[CH2:4][O:3]2)[CH3:33])[CH2:36][CH2:35]1, predict the reactants needed to synthesize it. The reactants are: [OH:1][P:2]1(=[O:12])[O:7][C:6]2[CH:8]=[CH:9][CH:10]=[CH:11][C:5]=2[CH2:4][O:3]1.C(N(CC)CC)C.Cl[CH2:21][O:22][C:23]1[C:28]([CH:29]([CH3:31])[CH3:30])=[CH:27][CH:26]=[CH:25][C:24]=1[CH:32]([CH:34]1[CH2:36][CH2:35]1)[CH3:33]. (4) Given the product [Cl:19][C:16]1[CH:17]=[CH:18][C:13]([C:8]2[CH:9]=[CH:10][CH:11]=[CH:12][C:7]=2[CH:20]([OH:21])[CH:22]2[CH2:27][CH2:26][N:25]([C:28]([O:30][C:31]([CH3:33])([CH3:32])[CH3:34])=[O:29])[CH2:24][CH2:23]2)=[CH:14][CH:15]=1, predict the reactants needed to synthesize it. The reactants are: C([Li])CCC.Br[C:7]1[CH:12]=[CH:11][CH:10]=[CH:9][C:8]=1[C:13]1[CH:18]=[CH:17][C:16]([Cl:19])=[CH:15][CH:14]=1.[CH:20]([CH:22]1[CH2:27][CH2:26][N:25]([C:28]([O:30][C:31]([CH3:34])([CH3:33])[CH3:32])=[O:29])[CH2:24][CH2:23]1)=[O:21]. (5) Given the product [CH3:13][O:12][CH2:11][C@H:8]1[CH2:9][O:14][C:6](=[O:5])[NH:7]1, predict the reactants needed to synthesize it. The reactants are: C([O:5][C:6](=[O:14])[NH:7][C@@H:8]([CH2:11][O:12][CH3:13])[CH2:9]O)(C)(C)C.O1CCCC1.CC(C)([O-])C.[K+]. (6) The reactants are: OS(O)(=O)=O.[N+:6]([O-:9])(O)=[O:7].[CH3:10][N:11]1[C:16]([CH3:17])=[CH:15][C:14](=[O:18])[N:13]([CH3:19])[C:12]1=[O:20]. Given the product [CH3:10][N:11]1[C:16]([CH3:17])=[C:15]([N+:6]([O-:9])=[O:7])[C:14](=[O:18])[N:13]([CH3:19])[C:12]1=[O:20], predict the reactants needed to synthesize it. (7) Given the product [N:7]1[CH:12]=[CH:11][CH:10]=[CH:9][C:8]=1[C@@:13]1([CH2:23][CH2:24][NH2:25])[CH2:22][C:17]2([CH2:21][CH2:20][CH2:19][CH2:18]2)[O:16][CH2:15][CH2:14]1, predict the reactants needed to synthesize it. The reactants are: [H-].[H-].[H-].[H-].[Li+].[Al+3].[N:7]1[CH:12]=[CH:11][CH:10]=[CH:9][C:8]=1[C@@:13]1([CH2:23][C:24]#[N:25])[CH2:22][C:17]2([CH2:21][CH2:20][CH2:19][CH2:18]2)[O:16][CH2:15][CH2:14]1. (8) Given the product [NH2:34][C:35]1[CH:36]=[CH:37][C:38]([C:42]2[CH:43]=[C:44]([CH:51]=[CH:52][C:53]=2[F:54])[C:45]([NH:47][CH:48]([CH3:50])[CH3:49])=[O:46])=[N:39][C:40]=1[C:9]1[CH:10]=[C:11]2[C:16](=[CH:17][N:18]=1)[N:15]=[CH:14][CH:13]=[C:12]2[N:19]1[CH2:24][CH2:23][CH2:22][C@H:21]([NH2:25])[CH2:20]1, predict the reactants needed to synthesize it. The reactants are: CC1(C)C(C)(C)OB([C:9]2[CH:10]=[C:11]3[C:16](=[CH:17][N:18]=2)[N:15]=[CH:14][CH:13]=[C:12]3[N:19]2[CH2:24][CH2:23][CH2:22][C@H:21]([NH:25]C(=O)OC(C)(C)C)[CH2:20]2)O1.[NH2:34][C:35]1[CH:36]=[CH:37][C:38]([C:42]2[CH:43]=[C:44]([CH:51]=[CH:52][C:53]=2[F:54])[C:45]([NH:47][CH:48]([CH3:50])[CH3:49])=[O:46])=[N:39][C:40]=1Cl. (9) Given the product [Cl:1][C:2]1[N:10]=[C:9]([C:11]([F:13])([F:14])[F:12])[N:8]=[C:7]2[C:3]=1[N:4]=[C:5]([C:28](=[O:30])[CH3:29])[N:6]2[CH2:15][CH3:16], predict the reactants needed to synthesize it. The reactants are: [Cl:1][C:2]1[N:10]=[C:9]([C:11]([F:14])([F:13])[F:12])[N:8]=[C:7]2[C:3]=1[N:4]=[CH:5][N:6]2[CH2:15][CH3:16].[Li+].CC([N-]C(C)C)C.CON(C)[C:28](=[O:30])[CH3:29].